This data is from Catalyst prediction with 721,799 reactions and 888 catalyst types from USPTO. The task is: Predict which catalyst facilitates the given reaction. (1) Reactant: C[Al](C)C.[CH3:5][N:6]([CH3:8])[NH2:7].C[O:10][C:11]([C:13]1[O:17][N:16]=[C:15]([O:18][CH2:19][C:20]2[C:21]([C:26]3[CH:31]=[CH:30][CH:29]=[CH:28][N:27]=3)=[N:22][O:23][C:24]=2[CH3:25])[CH:14]=1)=O.[C@H](O)(C([O-])=O)[C@@H](O)C([O-])=O.[Na+].[K+]. Product: [CH3:5][N:6]([CH3:8])[NH:7][C:11]([C:13]1[O:17][N:16]=[C:15]([O:18][CH2:19][C:20]2[C:21]([C:26]3[CH:31]=[CH:30][CH:29]=[CH:28][N:27]=3)=[N:22][O:23][C:24]=2[CH3:25])[CH:14]=1)=[O:10]. The catalyst class is: 12. (2) Reactant: [C:1]([N:8]1[CH:12]=[CH:11]N=[CH:9]1)(N1C=CN=C1)=[O:2].CNC1C=[CH:19][C:18]([N+:21]([O-:23])=[O:22])=[CH:17][C:16]=1[CH2:24][OH:25]. Product: [CH3:9][N:8]1[C:12]2[CH:11]=[CH:19][C:18]([N+:21]([O-:23])=[O:22])=[CH:17][C:16]=2[CH2:24][O:25][C:1]1=[O:2]. The catalyst class is: 47. (3) Reactant: [Br:1][C:2]1[C:3](I)=[CH:4][C:5]([Cl:8])=[N:6][CH:7]=1.[Cl:10][C:11]1[CH:16]=[CH:15][C:14](B(O)O)=[CH:13][CH:12]=1.C([O-])([O-])=O.[K+].[K+]. Product: [Br:1][C:2]1[C:3]([C:14]2[CH:15]=[CH:16][C:11]([Cl:10])=[CH:12][CH:13]=2)=[CH:4][C:5]([Cl:8])=[N:6][CH:7]=1. The catalyst class is: 104. (4) Reactant: C(OCl)(C)(C)C.[N:7]1([CH:13]([C:17]2[CH:21]=[CH:20][S:19][CH:18]=2)[C:14]([OH:16])=O)[CH2:12][CH2:11][CH2:10][CH2:9][CH2:8]1.[NH2:22][C:23]1[CH:24]=[C:25]2[C:29](=[CH:30][CH:31]=1)[NH:28][N:27]=[CH:26]2. Product: [NH:28]1[C:29]2[C:25](=[CH:24][C:23]([NH:22][C:14](=[O:16])[CH:13]([N:7]3[CH2:8][CH2:9][CH2:10][CH2:11][CH2:12]3)[C:17]3[CH:21]=[CH:20][S:19][CH:18]=3)=[CH:31][CH:30]=2)[CH:26]=[N:27]1. The catalyst class is: 79.